This data is from Catalyst prediction with 721,799 reactions and 888 catalyst types from USPTO. The task is: Predict which catalyst facilitates the given reaction. Reactant: [Br:1][C:2]1[CH:7]=[CH:6][C:5]([OH:8])=[CH:4][C:3]=1[CH3:9].Br[CH2:11][C:12]1[N:16]([C:17]2[C:22]([Cl:23])=[CH:21][CH:20]=[CH:19][C:18]=2[Cl:24])[N:15]=[CH:14][C:13]=1[CH:25]([CH3:27])[CH3:26].C(=O)([O-])[O-].[K+].[K+]. Product: [Br:1][C:2]1[CH:7]=[CH:6][C:5]([O:8][CH2:11][C:12]2[N:16]([C:17]3[C:18]([Cl:24])=[CH:19][CH:20]=[CH:21][C:22]=3[Cl:23])[N:15]=[CH:14][C:13]=2[CH:25]([CH3:27])[CH3:26])=[CH:4][C:3]=1[CH3:9]. The catalyst class is: 9.